From a dataset of Forward reaction prediction with 1.9M reactions from USPTO patents (1976-2016). Predict the product of the given reaction. (1) Given the reactants [CH2:1]([O:3][C:4]([C:6]1[CH:7]=[C:8]2[C:13](=[CH:14][CH:15]=1)[NH:12][CH:11]([C:16]1[CH:21]=[CH:20][CH:19]=[CH:18][C:17]=1[Br:22])[C:10]([CH3:24])([CH3:23])[CH:9]2O)=[O:5])[CH3:2].FC(F)(F)C(O)=O, predict the reaction product. The product is: [CH2:1]([O:3][C:4]([C:6]1[CH:7]=[C:8]2[C:13](=[CH:14][CH:15]=1)[NH:12][CH:11]([C:16]1[CH:21]=[CH:20][CH:19]=[CH:18][C:17]=1[Br:22])[C:10]([CH3:23])([CH3:24])[CH2:9]2)=[O:5])[CH3:2]. (2) Given the reactants [Cl:1][C:2]1[CH:21]=[CH:20][C:19]([O:22][CH2:23][CH2:24]Cl)=[CH:18][C:3]=1[C:4]([NH:6][CH2:7][C:8]12[CH2:17][CH:12]3[CH2:13][CH:14]([CH2:16][CH:10]([CH2:11]3)[CH2:9]1)[CH2:15]2)=[O:5].C(N(CC)C(C)C)(C)C.[I-].[Na+].[NH2:37][CH2:38][CH2:39][CH2:40][OH:41], predict the reaction product. The product is: [Cl:1][C:2]1[CH:21]=[CH:20][C:19]([O:22][CH2:23][CH2:24][NH:37][CH2:38][CH2:39][CH2:40][OH:41])=[CH:18][C:3]=1[C:4]([NH:6][CH2:7][C:8]12[CH2:15][CH:14]3[CH2:13][CH:12]([CH2:11][CH:10]([CH2:16]3)[CH2:9]1)[CH2:17]2)=[O:5]. (3) Given the reactants [CH:1]1([NH:4][C:5]2[C:14]([N+:15]([O-])=O)=[CH:13][CH:12]=[CH:11][C:6]=2[C:7]([O:9][CH3:10])=[O:8])[CH2:3][CH2:2]1, predict the reaction product. The product is: [NH2:15][C:14]1[C:5]([NH:4][CH:1]2[CH2:3][CH2:2]2)=[C:6]([CH:11]=[CH:12][CH:13]=1)[C:7]([O:9][CH3:10])=[O:8]. (4) Given the reactants [Cl:1][C:2]1[N:3]=[C:4]([N:13]2[CH2:18][CH2:17][O:16][CH2:15][CH2:14]2)[C:5]2[CH:10]=[C:9]([CH:11]=O)[S:8][C:6]=2[N:7]=1.[Si:19]([CH:26](O)CBr)([C:22]([CH3:25])([CH3:24])[CH3:23])([CH3:21])C, predict the reaction product. The product is: [Si:19]([O:16][CH2:15][CH2:14][NH:13][CH2:11][C:9]1[S:8][C:6]2[N:7]=[C:2]([Cl:1])[N:3]=[C:4]([N:13]3[CH2:18][CH2:17][O:16][CH2:15][CH2:14]3)[C:5]=2[CH:10]=1)([C:22]([CH3:23])([CH3:24])[CH3:25])([CH3:21])[CH3:26]. (5) Given the reactants [C:1]([NH:5][C:6](=[O:32])[C:7]1[CH:12]=[CH:11][CH:10]=[C:9]([CH2:13][N:14]2[CH2:19][CH2:18][N:17]([C:20](=[O:31])[C:21]3[CH:26]=[CH:25][C:24]([N+:27]([O-])=O)=[CH:23][C:22]=3[F:30])[CH2:16][CH2:15]2)[CH:8]=1)([CH3:4])([CH3:3])[CH3:2].Cl, predict the reaction product. The product is: [NH2:27][C:24]1[CH:25]=[CH:26][C:21]([C:20]([N:17]2[CH2:18][CH2:19][N:14]([CH2:13][C:9]3[CH:8]=[C:7]([CH:12]=[CH:11][CH:10]=3)[C:6]([NH:5][C:1]([CH3:4])([CH3:3])[CH3:2])=[O:32])[CH2:15][CH2:16]2)=[O:31])=[C:22]([F:30])[CH:23]=1. (6) Given the reactants Cl[C:2]1[N:7]=[N:6][C:5]([NH2:8])=[CH:4][CH:3]=1.[F:9][C:10]([F:21])([F:20])[C:11]1[CH:16]=[CH:15][CH:14]=[CH:13][C:12]=1B(O)O.C([O-])([O-])=O.[Cs+].[Cs+].O1CCOCC1, predict the reaction product. The product is: [F:9][C:10]([F:21])([F:20])[C:11]1[CH:16]=[CH:15][CH:14]=[CH:13][C:12]=1[C:2]1[N:7]=[N:6][C:5]([NH2:8])=[CH:4][CH:3]=1.